This data is from Experimentally validated miRNA-target interactions with 360,000+ pairs, plus equal number of negative samples. The task is: Binary Classification. Given a miRNA mature sequence and a target amino acid sequence, predict their likelihood of interaction. (1) The miRNA is hsa-miR-5589-5p with sequence GGCUGGGUGCUCUUGUGCAGU. The protein sequence of the target gene is MASGLAEESELSPGESELAVNPFDGLPFSSCYYELLEQRRALPIWAARFLFLEHLESSPTGVVLVSGDPGSGKSTQIPQWCAEFALARGFQTGQVTVTQPYPLAAMSLASRVADEMDLTLGHEIGYSIPQEDCTGPNTMLRFCWDRLFLQEVASTRGPGAWSVLILDEAQERSVASDLLQGLLRDTRLRNLPGDPRVVVVTDPALEPKFQAFWGNSPIVRVPREPGGDPTLAYKDTVPTDLVEAACQAVLELCQQEEAPGDVLVYLPSEEEISLCCESLSGEMGTLAVPGPPPRVLPLHP.... Result: 0 (no interaction). (2) The miRNA is hsa-miR-3118 with sequence UGUGACUGCAUUAUGAAAAUUCU. The protein sequence of the target gene is MAASALYACTKCTQRYPFEELSQGQQLCKECRIAHPIVKCTYCRSEFQQESKTNTICKKCAQNVKQFGTPKPCQYCNIIAAFIGTKCQRCTNSEKKYGAPQTCEQCKQQCAFDRKEEGRRKVDGKLLCWLCTLSYKRVLQKTKEQRKSLGSSHSNSSSSSLTEKDQHHSKHHHHHHHHHHRHSSGHHKVSSLSPEQEQGLWKQSHKSSAAIQNETPKKKPKLESKPSNGDSSSINQSADSGGTDNFVLISQLKEEVMSLKRLLQQRDQTILEKDKKLTELKADFQYQESNLRTKMNSMEK.... Result: 0 (no interaction). (3) The miRNA is hsa-miR-4700-5p with sequence UCUGGGGAUGAGGACAGUGUGU. The protein sequence of the target gene is MHGRLKVKTSEEQAEAKRLEREQKLKLYQSATQAVFQKREAGELDESVLELTSQILGANPDFATLWNCRREVLQQLETQKSPEELAALVKAELGFLESCLRVNPKSYGTWHHRCWLLSRLPEPNWARELELCARFLEADERNFHCWDYRRFVAAQAAVAPAEELAFTDSLITRNFSNYSSWHYRSCLLPQLHPQPDSGPQGRLPENVLLRELELVQNAFFTDPNDQSAWFYHRWLLGRAEPHDVLCCLHVSREEACLSVCFSRPLIVGSKMGTLLLTVDEAPLSVEWRTPDGRNRPSHVW.... Result: 0 (no interaction).